This data is from Forward reaction prediction with 1.9M reactions from USPTO patents (1976-2016). The task is: Predict the product of the given reaction. (1) Given the reactants [NH2:1][CH2:2][CH2:3][N:4]1[C:13]2[C:8](=[N:9][CH:10]=[C:11]([CH2:14][C:15]3[CH:20]=[CH:19][C:18]([F:21])=[CH:17][CH:16]=3)[CH:12]=2)[C:7]([OH:22])=[C:6]([C:23]([NH:25][CH2:26][CH2:27][CH2:28][N:29]2[CH2:34][CH2:33][O:32][CH2:31][CH2:30]2)=[O:24])[C:5]1=[O:35].C(N(C(C)C)CC)(C)C.Cl[C:46]([O:48][CH3:49])=O.[CH3:50][N:51]([CH:53]=[O:54])[CH3:52], predict the reaction product. The product is: [F:21][C:18]1[CH:17]=[CH:16][C:15]([CH2:14][C:11]2[CH:12]=[C:13]3[C:8]([C:7]([OH:22])=[C:6]([C:23]([NH:25][CH2:26][CH2:27][CH2:28][N:29]4[CH2:30][CH2:31][O:32][CH2:33][CH2:34]4)=[O:24])[C:5](=[O:35])[N:4]3[CH2:3][CH2:2][NH:1][C:53]([N:51]3[CH2:52][CH2:49][O:48][CH2:46][CH2:50]3)=[O:54])=[N:9][CH:10]=2)=[CH:20][CH:19]=1. (2) Given the reactants [NH:1]([C:16]([O:18][C:19]([CH3:22])([CH3:21])[CH3:20])=[O:17])[C@H:2]([C:4]([NH:6][C@H:7]([C:13]([OH:15])=O)[CH2:8][CH2:9][CH2:10][CH2:11][NH2:12])=[O:5])[CH3:3].C1C=C[C:26]2N(O)N=N[C:27]=2[CH:28]=1.[CH2:33]1CCC(N=C=NC2CCCCC2)CC1.[F:48][C:49]1[C:54]([F:55])=[C:53]([C:56]#[C:57][C:58]2[CH:64]=[CH:63][C:61]([NH2:62])=[CH:60][CH:59]=2)[C:52]([F:65])=[C:51]([F:66])[N:50]=1.C([O:69][C:70](=[O:72])C)C, predict the reaction product. The product is: [C:27]([O:72][C:70](=[O:69])[NH:12][CH2:11][CH2:10][CH2:9][CH2:8][CH:7]([NH:6][C:4](=[O:5])[CH:2]([NH:1][C:16]([O:18][C:19]([CH3:22])([CH3:21])[CH3:20])=[O:17])[CH3:3])[C:13](=[O:15])[NH:62][C:61]1[CH:63]=[CH:64][C:58]([C:57]#[C:56][C:53]2[C:52]([F:65])=[C:51]([F:66])[N:50]=[C:49]([F:48])[C:54]=2[F:55])=[CH:59][CH:60]=1)([CH3:26])([CH3:28])[CH3:33]. (3) Given the reactants C([O:3][C:4]([C:6]1[S:10][C:9]([NH:11][C:12](=[O:28])[CH2:13][C:14]2[CH:19]=[CH:18][CH:17]=[C:16]([O:20][Si](C(C)(C)C)(C)C)[CH:15]=2)=[N:8][C:7]=1[CH3:29])=[O:5])C.O.[OH-].[Li+], predict the reaction product. The product is: [OH:20][C:16]1[CH:15]=[C:14]([CH2:13][C:12]([NH:11][C:9]2[S:10][C:6]([C:4]([OH:5])=[O:3])=[C:7]([CH3:29])[N:8]=2)=[O:28])[CH:19]=[CH:18][CH:17]=1. (4) Given the reactants C([O:5][C:6](=[O:16])[C:7]1[CH:12]=[C:11]([Cl:13])[C:10]([NH2:14])=[CH:9][C:8]=1[F:15])(C)(C)C.FC(F)(F)C(O)=O, predict the reaction product. The product is: [NH2:14][C:10]1[C:11]([Cl:13])=[CH:12][C:7]([C:6]([OH:16])=[O:5])=[C:8]([F:15])[CH:9]=1. (5) Given the reactants [CH3:1][O:2][C:3]1[C:8]([CH3:9])=[CH:7][C:6]([N+:10]([O-:12])=[O:11])=[CH:5][N:4]=1.Cl[CH2:14][C:15]([O:17][C:18]([CH3:21])([CH3:20])[CH3:19])=[O:16].CC(C)([O-])C.[K+], predict the reaction product. The product is: [CH3:1][O:2][C:3]1[N:4]=[C:5]([CH2:14][C:15]([O:17][C:18]([CH3:21])([CH3:20])[CH3:19])=[O:16])[C:6]([N+:10]([O-:12])=[O:11])=[CH:7][C:8]=1[CH3:9]. (6) Given the reactants [CH2:1]([O:3][C:4]([C:6]1[CH:7]=[N:8][C:9]([N:13]([CH2:26][C:27]2[CH:32]=[CH:31][C:30]([O:33][CH3:34])=[CH:29][CH:28]=2)[C:14]2[CH:15]=[N:16][C:17]([N:20]3[CH2:25][CH2:24][O:23][CH2:22][CH2:21]3)=[CH:18][CH:19]=2)=[CH:10][C:11]=1[NH2:12])=[O:5])[CH3:2].[CH:35](=O)[C:36]1[CH:41]=[CH:40][CH:39]=[CH:38][CH:37]=1.C([Sn](Cl)(Cl)CCCC)CCC.C1([SiH3])C=CC=CC=1, predict the reaction product. The product is: [CH2:1]([O:3][C:4]([C:6]1[CH:7]=[N:8][C:9]([N:13]([CH2:26][C:27]2[CH:28]=[CH:29][C:30]([O:33][CH3:34])=[CH:31][CH:32]=2)[C:14]2[CH:15]=[N:16][C:17]([N:20]3[CH2:21][CH2:22][O:23][CH2:24][CH2:25]3)=[CH:18][CH:19]=2)=[CH:10][C:11]=1[NH:12][CH2:35][C:36]1[CH:41]=[CH:40][CH:39]=[CH:38][CH:37]=1)=[O:5])[CH3:2]. (7) Given the reactants [CH:1]1([CH2:4][O:5][C:6]2[CH:11]=[CH:10][C:9]([O:12][CH3:13])=[CH:8][C:7]=2[C:14]2[C:15]3[NH:22][C:21]([CH3:23])=[C:20]([C:24]([O:26][CH2:27][CH3:28])=[O:25])[C:16]=3[N:17]=[CH:18][N:19]=2)[CH2:3][CH2:2]1.Cl[CH2:30][O:31][CH2:32][CH2:33][Si:34]([CH3:37])([CH3:36])[CH3:35], predict the reaction product. The product is: [CH:1]1([CH2:4][O:5][C:6]2[CH:11]=[CH:10][C:9]([O:12][CH3:13])=[CH:8][C:7]=2[C:14]2[C:15]3[N:22]([CH2:30][O:31][CH2:32][CH2:33][Si:34]([CH3:37])([CH3:36])[CH3:35])[C:21]([CH3:23])=[C:20]([C:24]([O:26][CH2:27][CH3:28])=[O:25])[C:16]=3[N:17]=[CH:18][N:19]=2)[CH2:3][CH2:2]1.